Dataset: Reaction yield outcomes from USPTO patents with 853,638 reactions. Task: Predict the reaction yield, written as a fraction of the theoretical maximum amount of product (1.0 means a 100% yield; for example, 0.34 means a 34% yield). (1) The reactants are [Cl:1][C:2]1[CH:3]=[CH:4][C:5]([O:30][CH3:31])=[C:6]([NH:8][S:9]([C:12]2[CH:21]=[CH:20][C:19]([O:22][CH3:23])=[C:18]3[C:13]=2[CH2:14][CH2:15][C@H:16]([NH:24][C:25](=O)OCC)[CH2:17]3)(=[O:11])=[O:10])[CH:7]=1.[H-].[H-].[H-].[H-].[Li+].[Al+3]. The catalyst is C1COCC1. The product is [Cl:1][C:2]1[CH:3]=[CH:4][C:5]([O:30][CH3:31])=[C:6]([NH:8][S:9]([C:12]2[C:13]3[CH2:14][CH2:15][C@H:16]([NH:24][CH3:25])[CH2:17][C:18]=3[C:19]([O:22][CH3:23])=[CH:20][CH:21]=2)(=[O:11])=[O:10])[CH:7]=1. The yield is 0.540. (2) The reactants are [CH2:1]([O:3][CH:4]([O:22][CH2:23][CH3:24])[C:5]1[CH:10]=[CH:9][C:8]([C:11]#[C:12][CH2:13][NH:14][C:15]2[CH:20]=[CH:19][C:18]([F:21])=[CH:17][CH:16]=2)=[CH:7][CH:6]=1)[CH3:2].CC1(C)C2CC1CCC2NS(C1C=CC(C#CCCO)=CC=1)(=O)=O. No catalyst specified. The product is [CH2:1]([O:3][CH:4]([O:22][CH2:23][CH3:24])[C:5]1[CH:6]=[CH:7][C:8]([CH2:11][CH2:12][CH2:13][NH:14][C:15]2[CH:16]=[CH:17][C:18]([F:21])=[CH:19][CH:20]=2)=[CH:9][CH:10]=1)[CH3:2]. The yield is 0.960. (3) The reactants are [S:1]1[C:6]2[CH:7]=[CH:8][C:9]([CH2:11][OH:12])=[CH:10][C:5]=2[NH:4][CH2:3][CH2:2]1.COC(C1C=CC2SCC(=O)NC=2C=1)=O.[H-].[H-].[H-].[H-].[Li+].[Al+3].[OH-].[Na+]. The catalyst is CCOCC.O. The product is [S:1]1[C:6]2[CH:7]=[CH:8][C:9]([CH:11]=[O:12])=[CH:10][C:5]=2[NH:4][CH2:3][CH2:2]1. The yield is 0.580. (4) The yield is 0.890. The reactants are [Cl:1][C:2]1[CH:3]=[C:4]2[C:8](=[CH:9][CH:10]=1)[C:7](=[O:11])[CH:6]([C:12]([O:14][CH3:15])=[O:13])[CH2:5]2.C([O:20]O)(C)(C)C. The catalyst is C1(C)C=CC=CC=1.C(#N)C.CC(C)[O-].[Zr+4].CC(C)[O-].CC(C)[O-].CC(C)[O-]. The product is [Cl:1][C:2]1[CH:3]=[C:4]2[C:8](=[CH:9][CH:10]=1)[C:7](=[O:11])[C:6]([OH:20])([C:12]([O:14][CH3:15])=[O:13])[CH2:5]2. (5) The reactants are [OH-].[Na+].[Br:3][C:4]1[CH:9]=[CH:8][C:7]([N:10]([C:15]2[C:35]([CH:36]3[CH2:38][CH2:37]3)=[CH:34][C:18]3[C:19]([C:29]([O:31]CC)=[O:30])=[C:20]([C:22]4[CH:27]=[CH:26][C:25]([Cl:28])=[CH:24][CH:23]=4)[O:21][C:17]=3[CH:16]=2)[S:11]([CH3:14])(=[O:13])=[O:12])=[CH:6][C:5]=1[Cl:39].CCOC(C)=O.Cl. The product is [Br:3][C:4]1[CH:9]=[CH:8][C:7]([N:10]([C:15]2[C:35]([CH:36]3[CH2:37][CH2:38]3)=[CH:34][C:18]3[C:19]([C:29]([OH:31])=[O:30])=[C:20]([C:22]4[CH:23]=[CH:24][C:25]([Cl:28])=[CH:26][CH:27]=4)[O:21][C:17]=3[CH:16]=2)[S:11]([CH3:14])(=[O:12])=[O:13])=[CH:6][C:5]=1[Cl:39]. The catalyst is C1COCC1.CO. The yield is 0.940. (6) The yield is 0.637. The product is [CH3:20][N:21]1[C:25]([CH3:26])=[C:24]([C:27]([NH:1][C:2]2[C:17]([F:18])=[CH:16][C:5]([O:6][C:7]3[CH:12]=[CH:11][N:10]=[C:9]([C:13]([NH2:15])=[O:14])[CH:8]=3)=[C:4]([F:19])[CH:3]=2)=[O:28])[C:23](=[O:30])[N:22]1[C:31]1[CH:36]=[CH:35][CH:34]=[CH:33][CH:32]=1. The reactants are [NH2:1][C:2]1[C:17]([F:18])=[CH:16][C:5]([O:6][C:7]2[CH:12]=[CH:11][N:10]=[C:9]([C:13]([NH2:15])=[O:14])[CH:8]=2)=[C:4]([F:19])[CH:3]=1.[CH3:20][N:21]1[C:25]([CH3:26])=[C:24]([C:27](O)=[O:28])[C:23](=[O:30])[N:22]1[C:31]1[CH:36]=[CH:35][CH:34]=[CH:33][CH:32]=1.CCN=C=NCCCN(C)C.C1C=NC2N(O)N=NC=2C=1. The catalyst is C(Cl)Cl.CCOC(C)=O. (7) The reactants are [CH:1]1([NH:7][C:8]([CH:10]2[CH2:15][CH2:14][NH:13][CH2:12][CH2:11]2)=[O:9])[CH2:6][CH2:5][CH2:4][CH2:3][CH2:2]1.[CH3:16][C:17]([C:19]1[CH:24]=[CH:23][CH:22]=[C:21]([N+:25]([O-:27])=[O:26])[CH:20]=1)=O.[BH4-].[Na+]. The catalyst is CO. The product is [CH:1]1([NH:7][C:8]([CH:10]2[CH2:11][CH2:12][N:13]([CH:17]([C:19]3[CH:24]=[CH:23][CH:22]=[C:21]([N+:25]([O-:27])=[O:26])[CH:20]=3)[CH3:16])[CH2:14][CH2:15]2)=[O:9])[CH2:2][CH2:3][CH2:4][CH2:5][CH2:6]1. The yield is 0.150.